This data is from Forward reaction prediction with 1.9M reactions from USPTO patents (1976-2016). The task is: Predict the product of the given reaction. (1) Given the reactants CN(C(ON1N=NC2C=CC=NC1=2)=[N+](C)C)C.F[P-](F)(F)(F)(F)F.[CH2:25]([O:31][C:32]([NH:34][C@@H:35]([C:39]([CH3:42])([CH3:41])[CH3:40])[C:36]([OH:38])=O)=[O:33])[CH2:26][CH2:27][CH2:28][CH:29]=[CH2:30].CCN(C(C)C)C(C)C.[CH3:52][O:53][C@:54]1([C:63]2[CH:68]=[CH:67][C:66]([C:69]3[CH:74]=[CH:73][CH:72]=[CH:71][C:70]=3[CH:75]=[CH2:76])=[CH:65][CH:64]=2)[CH2:58][NH:57][C@H:56]([C:59]([O:61][CH3:62])=[O:60])[CH2:55]1, predict the reaction product. The product is: [CH2:25]([O:31][C:32]([NH:34][C@@H:35]([C:39]([CH3:42])([CH3:41])[CH3:40])[C:36]([N:57]1[CH2:58][C@:54]([O:53][CH3:52])([C:63]2[CH:64]=[CH:65][C:66]([C:69]3[CH:74]=[CH:73][CH:72]=[CH:71][C:70]=3[CH:75]=[CH2:76])=[CH:67][CH:68]=2)[CH2:55][C@H:56]1[C:59]([O:61][CH3:62])=[O:60])=[O:38])=[O:33])[CH2:26][CH2:27][CH2:28][CH:29]=[CH2:30]. (2) Given the reactants Cl.[CH2:2]([O:4][CH2:5][CH2:6][N:7]1[C:11]2[CH:12]=[CH:13][CH:14]=[CH:15][C:10]=2[N:9]=[C:8]1[N:16]1[CH2:22][CH2:21][CH2:20][N:19]([CH2:23][CH2:24][C:25]2([C:30]3[CH:35]=[CH:34][CH:33]=[CH:32][CH:31]=3)[CH2:29][CH2:28][NH:27][CH2:26]2)[CH2:18][CH2:17]1)[CH3:3].[CH3:36][S:37]([C:39]1[CH:47]=[CH:46][C:45]([N:48]2[CH:52]=[N:51][N:50]=[N:49]2)=[CH:44][C:40]=1[C:41](O)=[O:42])=[O:38].O.ON1C2C=CC=CC=2N=N1.Cl.C(N=C=NCCCN(C)C)C.C(N(CC)C(C)C)(C)C, predict the reaction product. The product is: [CH3:36][S:37]([C:39]1[CH:47]=[CH:46][C:45]([N:48]2[CH:52]=[N:51][N:50]=[N:49]2)=[CH:44][C:40]=1[C:41]([N:27]1[CH2:28][CH2:29][C:25]([CH2:24][CH2:23][N:19]2[CH2:20][CH2:21][CH2:22][N:16]([C:8]3[N:7]([CH2:6][CH2:5][O:4][CH2:2][CH3:3])[C:11]4[CH:12]=[CH:13][CH:14]=[CH:15][C:10]=4[N:9]=3)[CH2:17][CH2:18]2)([C:30]2[CH:35]=[CH:34][CH:33]=[CH:32][CH:31]=2)[CH2:26]1)=[O:42])=[O:38]. (3) Given the reactants [F:1][C:2]1[CH:3]=[C:4]([CH:8]=[C:9]([F:11])[CH:10]=1)[C:5]([NH2:7])=[O:6].[CH3:12][C:13]([CH3:23])([CH2:16][C:17]1[CH:22]=[CH:21][CH:20]=[CH:19][CH:18]=1)[CH:14]=O.[NH:24]1[C:28]2[CH:29]=[CH:30][CH:31]=[CH:32][C:27]=2[N:26]=[N:25]1.C1(C)C=CC(S(O)(=O)=O)=CC=1, predict the reaction product. The product is: [N:24]1([CH:14]([NH:7][C:5](=[O:6])[C:4]2[CH:3]=[C:2]([F:1])[CH:10]=[C:9]([F:11])[CH:8]=2)[C:13]([CH3:23])([CH3:12])[CH2:16][C:17]2[CH:22]=[CH:21][CH:20]=[CH:19][CH:18]=2)[C:28]2[CH:29]=[CH:30][CH:31]=[CH:32][C:27]=2[N:26]=[N:25]1. (4) Given the reactants [Cl:1][C:2]1[CH:7]=[C:6]([CH3:8])[CH:5]=[C:4]([N+:9]([O-])=O)[C:3]=1[CH3:12].NC1C=CC(C#N)=C2C=1C=CC(C)(C)O2, predict the reaction product. The product is: [Cl:1][C:2]1[C:3]([CH3:12])=[C:4]([CH:5]=[C:6]([CH3:8])[CH:7]=1)[NH2:9]. (5) Given the reactants Br[C:2]1[CH:3]=[N:4][CH:5]=[C:6]([C:8]2[CH2:12][CH2:11][CH2:10][CH:9]=2)[CH:7]=1.C([Li])CCC.N1(C=O)CC[O:21][CH2:20]C1.O, predict the reaction product. The product is: [C:8]1([C:6]2[CH:7]=[C:2]([CH:20]=[O:21])[CH:3]=[N:4][CH:5]=2)[CH2:12][CH2:11][CH2:10][CH:9]=1.